The task is: Predict the reaction yield, written as a fraction of the theoretical maximum amount of product (1.0 means a 100% yield; for example, 0.34 means a 34% yield).. This data is from Reaction yield outcomes from USPTO patents with 853,638 reactions. (1) The reactants are [CH2:1]([O:8][C:9]1[N:14]=[CH:13][C:12]([CH2:15][C:16]2[CH:20]=[C:19]([C:21]3[C:22]([NH2:28])=[N:23][C:24]([NH2:27])=[CH:25][CH:26]=3)[O:18][N:17]=2)=[CH:11][CH:10]=1)[C:2]1[CH:7]=[CH:6][CH:5]=[CH:4][CH:3]=1.C(N(CC)CC)C.[CH3:36][O:37][CH2:38][C:39](Cl)=[O:40]. The catalyst is ClCCl. The product is [NH2:28][C:22]1[N:23]=[C:24]([NH:27][C:39](=[O:40])[CH2:38][O:37][CH3:36])[CH:25]=[CH:26][C:21]=1[C:19]1[O:18][N:17]=[C:16]([CH2:15][C:12]2[CH:13]=[N:14][C:9]([O:8][CH2:1][C:2]3[CH:7]=[CH:6][CH:5]=[CH:4][CH:3]=3)=[CH:10][CH:11]=2)[CH:20]=1. The yield is 0.0700. (2) The reactants are CN(C=O)C.[Br:6][C:7]1[C:15]2[N:14]=[C:13]([CH:16]([CH3:18])[CH3:17])[NH:12][C:11]=2[CH:10]=[C:9]([N+:19]([O-:21])=[O:20])[CH:8]=1.Br[CH2:23][C:24]1[CH:29]=[CH:28][CH:27]=[C:26]([C:30]([F:33])([F:32])[F:31])[C:25]=1[CH3:34].C(=O)([O-])[O-].[K+].[K+]. The catalyst is O. The product is [Br:6][C:7]1[C:15]2[N:14]=[C:13]([CH:16]([CH3:18])[CH3:17])[N:12]([CH2:23][C:24]3[CH:29]=[CH:28][CH:27]=[C:26]([C:30]([F:31])([F:32])[F:33])[C:25]=3[CH3:34])[C:11]=2[CH:10]=[C:9]([N+:19]([O-:21])=[O:20])[CH:8]=1. The yield is 1.08.